Task: Predict the reaction yield, written as a fraction of the theoretical maximum amount of product (1.0 means a 100% yield; for example, 0.34 means a 34% yield).. Dataset: Reaction yield outcomes from USPTO patents with 853,638 reactions (1) The reactants are Cl.[CH3:2][O:3][C:4](=[O:8])[C@H:5]([CH3:7])[NH2:6].[CH:9]1[CH:14]=[CH:13][C:12]([O:15][P:16](Cl)(Cl)=[O:17])=[CH:11][CH:10]=1.C(N(C(C)C)CC)(C)C.[C:29]([O:43][CH3:44])(=[O:42])[CH2:30][CH2:31][NH:32][C:33](=[O:41])[C@@H:34]([C:36]([CH2:39][OH:40])([CH3:38])[CH3:37])[OH:35].CN1C=CN=C1. The catalyst is ClCCl.CO. The product is [OH:35][C@H:34]([C:36]([CH3:38])([CH3:37])[CH2:39][O:40][P:16]([NH:6][C@@H:5]([CH3:7])[C:4]([O:3][CH3:2])=[O:8])([O:15][C:12]1[CH:13]=[CH:14][CH:9]=[CH:10][CH:11]=1)=[O:17])[C:33]([NH:32][CH2:31][CH2:30][C:29]([O:43][CH3:44])=[O:42])=[O:41]. The yield is 0.240. (2) The reactants are [N+:1]([C:4]1[CH:9]=[CH:8][C:7]([C:10]2[CH:15]=[CH:14][C:13]([C:16](=[O:27])[CH2:17][C:18]3([C:23]([O:25][CH3:26])=[O:24])[CH2:22][CH2:21][CH2:20][CH2:19]3)=[CH:12][CH:11]=2)=[CH:6][CH:5]=1)([O-])=O.Cl. The catalyst is C(O)C.[Fe]. The product is [NH2:1][C:4]1[CH:5]=[CH:6][C:7]([C:10]2[CH:15]=[CH:14][C:13]([C:16](=[O:27])[CH2:17][C:18]3([C:23]([O:25][CH3:26])=[O:24])[CH2:22][CH2:21][CH2:20][CH2:19]3)=[CH:12][CH:11]=2)=[CH:8][CH:9]=1. The yield is 0.760. (3) No catalyst specified. The yield is 0.390. The reactants are [NH:1]1[C:9]2[C:4](=[CH:5][C:6]([C:10]([OH:12])=O)=[CH:7][CH:8]=2)[CH:3]=[N:2]1.[CH2:13]1[C@H:22]2[C@H:17]([CH2:18][CH2:19][C:20]3[CH:26]=[CH:25][CH:24]=[CH:23][C:21]=32)[NH:16][CH2:15][CH2:14]1.F[P-](F)(F)(F)(F)F.N1(OC(N(C)C)=[N+](C)C)C2N=CC=CC=2N=N1. The product is [CH2:13]1[C@H:22]2[C@H:17]([CH2:18][CH2:19][C:20]3[CH:26]=[CH:25][CH:24]=[CH:23][C:21]=32)[N:16]([C:10]([C:6]2[CH:5]=[C:4]3[C:9](=[CH:8][CH:7]=2)[NH:1][N:2]=[CH:3]3)=[O:12])[CH2:15][CH2:14]1. (4) The reactants are [C:1]1(=[O:11])[O:6][C:4](=O)[C:3]2=[CH:7][CH:8]=[CH:9][CH:10]=[C:2]12.[CH3:12][O:13][C:14]1[C:15]([N+:22]([O-:24])=[O:23])=[CH:16][C:17]([CH3:21])=[C:18]([NH2:20])[CH:19]=1. The catalyst is C(O)(=O)C. The product is [CH3:12][O:13][C:14]1[C:15]([N+:22]([O-:24])=[O:23])=[CH:16][C:17]([CH3:21])=[C:18]([N:20]2[C:1](=[O:11])[C:2]3[C:3](=[CH:7][CH:8]=[CH:9][CH:10]=3)[C:4]2=[O:6])[CH:19]=1. The yield is 0.820. (5) The catalyst is CN(C)C=O.O. The reactants are [Br-].[C:2]([NH:5][C:6]1[S:7][CH:8]=[C:9]([CH2:11][P+](C2C=CC=CC=2)(C2C=CC=CC=2)C2C=CC=CC=2)[N:10]=1)(=[O:4])[CH3:3].CC(C)([O-])C.[K+].[O:37]1[CH2:41][CH2:40][O:39][CH:38]1[C:42]1[CH:43]=[C:44]([CH:51]=O)[S:45][C:46]=1[Si:47]([CH3:50])([CH3:49])[CH3:48].Cl. The product is [O:37]1[CH2:41][CH2:40][O:39][CH:38]1[C:42]1[CH:43]=[C:44]([CH:51]=[CH:11][C:9]2[N:10]=[C:6]([NH:5][C:2](=[O:4])[CH3:3])[S:7][CH:8]=2)[S:45][C:46]=1[Si:47]([CH3:50])([CH3:49])[CH3:48]. The yield is 0.950. (6) The reactants are [C:1]([C:3]1[CH:8]=[CH:7][C:6]([CH2:9][OH:10])=[C:5]([CH3:11])[CH:4]=1)#[CH:2].[CH2:12]([O:14][C:15](=[O:23])[C:16]1[CH:21]=[CH:20][C:19](I)=[CH:18][CH:17]=1)[CH3:13]. The catalyst is C(N(CC)CC)C.[Cu]I.Cl[Pd](Cl)([P](C1C=CC=CC=1)(C1C=CC=CC=1)C1C=CC=CC=1)[P](C1C=CC=CC=1)(C1C=CC=CC=1)C1C=CC=CC=1. The product is [OH:10][CH2:9][C:6]1[CH:7]=[CH:8][C:3]([C:1]#[C:2][C:19]2[CH:20]=[CH:21][C:16]([C:15]([O:14][CH2:12][CH3:13])=[O:23])=[CH:17][CH:18]=2)=[CH:4][C:5]=1[CH3:11]. The yield is 0.990.